This data is from Forward reaction prediction with 1.9M reactions from USPTO patents (1976-2016). The task is: Predict the product of the given reaction. (1) The product is: [CH2:18]([CH:32]([NH:33][C:15]([C:7]1[C:8]2[C:9](=[N:10][C:11]([NH2:40])=[CH:12][CH:13]=2)[N:5]([C:1]([CH3:2])([CH3:3])[CH3:4])[N:6]=1)=[O:17])[CH2:31][CH3:30])[CH3:19]. Given the reactants [C:1]([N:5]1[C:9]2=[N:10][C:11](F)=[CH:12][CH:13]=[C:8]2[C:7]([C:15]([OH:17])=O)=[N:6]1)([CH3:4])([CH3:3])[CH3:2].[CH2:18](N(CC)CC)[CH3:19].CCN=C=N[CH2:30][CH2:31][CH2:32][N:33](C)C.C1C=[N:40]C2N(O)N=NC=2C=1.C(CCC)C, predict the reaction product. (2) Given the reactants [CH2:1]([O:8][C:9]1[C:10](=[O:17])[CH:11]=[C:12]([CH2:15][OH:16])O[CH:14]=1)[C:2]1[CH:7]=[CH:6][CH:5]=[CH:4][CH:3]=1.C1C(=O)C(O)=COC=1CO.COC1C(OC(C(O)C2C=CC(O)=C(OC)C=2)CO)=CC=CC=1.[NH3:51], predict the reaction product. The product is: [CH2:1]([O:8][C:9]1[C:10](=[O:17])[CH:11]=[C:12]([CH2:15][OH:16])[NH:51][CH:14]=1)[C:2]1[CH:7]=[CH:6][CH:5]=[CH:4][CH:3]=1. (3) Given the reactants [CH2:1]([C:3]([C:22]1[CH:27]=[CH:26][C:25](OS(C(F)(F)F)(=O)=O)=[C:24]([CH3:36])[CH:23]=1)([C:6]1[CH:11]=[CH:10][C:9]([C:12]#[C:13][C:14]2([OH:20])[CH2:19][CH2:18][S:17][CH2:16][CH2:15]2)=[C:8]([CH3:21])[CH:7]=1)[CH2:4][CH3:5])[CH3:2].C([O-])(=O)C.[K+].[B:51]1([B:51]2[O:55][C:54]([CH3:57])([CH3:56])[C:53]([CH3:59])([CH3:58])[O:52]2)[O:55][C:54]([CH3:57])([CH3:56])[C:53]([CH3:59])([CH3:58])[O:52]1.O, predict the reaction product. The product is: [CH2:1]([C:3]([C:6]1[CH:11]=[CH:10][C:9]([C:12]#[C:13][C:14]2([OH:20])[CH2:19][CH2:18][S:17][CH2:16][CH2:15]2)=[C:8]([CH3:21])[CH:7]=1)([C:22]1[CH:27]=[CH:26][C:25]([B:51]2[O:52][C:53]([CH3:58])([CH3:59])[C:54]([CH3:56])([CH3:57])[O:55]2)=[C:24]([CH3:36])[CH:23]=1)[CH2:4][CH3:5])[CH3:2]. (4) Given the reactants [NH2:1][C:2]([CH3:6])([CH3:5])[CH2:3][OH:4].[CH3:7][O:8][C:9]1[CH:17]=[C:16]([C:18]([F:21])([F:20])[F:19])[CH:15]=[C:14]([O:22][CH3:23])[C:10]=1[C:11](Cl)=[O:12].O, predict the reaction product. The product is: [OH:4][CH2:3][C:2]([NH:1][C:11](=[O:12])[C:10]1[C:14]([O:22][CH3:23])=[CH:15][C:16]([C:18]([F:19])([F:20])[F:21])=[CH:17][C:9]=1[O:8][CH3:7])([CH3:6])[CH3:5]. (5) Given the reactants O=C1CCC(=O)N1O[C:9](=[O:27])[C:10]1[CH:15]=[CH:14][C:13]([O:16][C:17](=[O:26])[N:18]([CH3:25])[C:19]2[CH:24]=[CH:23][CH:22]=[CH:21][CH:20]=2)=[CH:12][CH:11]=1.[CH3:28][NH:29][CH2:30][CH2:31][C:32]1[CH:37]=[CH:36][CH:35]=[CH:34][CH:33]=1, predict the reaction product. The product is: [CH3:28][N:29]([CH2:30][CH2:31][C:32]1[CH:37]=[CH:36][CH:35]=[CH:34][CH:33]=1)[C:9]([C:10]1[CH:11]=[CH:12][C:13]([O:16][C:17](=[O:26])[N:18]([CH3:25])[C:19]2[CH:20]=[CH:21][CH:22]=[CH:23][CH:24]=2)=[CH:14][CH:15]=1)=[O:27]. (6) Given the reactants Br[C:2]1[CH:3]=[C:4]([CH:8]([O:18][CH:19]2[CH2:24][CH2:23][N:22]([CH3:25])[CH2:21][CH2:20]2)[C:9]2[S:10][C:11]3[CH:17]=[CH:16][CH:15]=[CH:14][C:12]=3[N:13]=2)[CH:5]=[CH:6][CH:7]=1.CC(OC1C=CC=C(OC(C)C)C=1C1C(P(C2CCCCC2)C2CCCCC2)=CC=CC=1)C.[B-](F)(F)(F)[CH2:60][CH2:61][C:62]([O:64][C:65]([CH3:68])([CH3:67])[CH3:66])=[O:63].[K+].C(=O)([O-])[O-].[K+].[K+], predict the reaction product. The product is: [C:65]([O:64][C:62](=[O:63])[CH2:61][CH2:60][C:2]1[CH:7]=[CH:6][CH:5]=[C:4]([CH:8]([C:9]2[S:10][C:11]3[CH:17]=[CH:16][CH:15]=[CH:14][C:12]=3[N:13]=2)[O:18][CH:19]2[CH2:24][CH2:23][N:22]([CH3:25])[CH2:21][CH2:20]2)[CH:3]=1)([CH3:68])([CH3:67])[CH3:66].